This data is from CYP2D6 inhibition data for predicting drug metabolism from PubChem BioAssay. The task is: Regression/Classification. Given a drug SMILES string, predict its absorption, distribution, metabolism, or excretion properties. Task type varies by dataset: regression for continuous measurements (e.g., permeability, clearance, half-life) or binary classification for categorical outcomes (e.g., BBB penetration, CYP inhibition). Dataset: cyp2d6_veith. The drug is CC(C)[C@@H](OCc1ccccc1)[C@H](C)/C=N\OC[C@@H](O)[C@@H]1O[C@@H]2OC(C)(C)O[C@@H]2[C@H]1O. The result is 0 (non-inhibitor).